This data is from Full USPTO retrosynthesis dataset with 1.9M reactions from patents (1976-2016). The task is: Predict the reactants needed to synthesize the given product. (1) Given the product [Cl:1][C:2]1[CH:23]=[C:22]([Cl:24])[CH:21]=[CH:20][C:3]=1[CH2:4][O:5][C:6]1[CH:11]=[C:10]([O:12][CH:13]([CH3:14])[CH3:15])[CH:9]=[CH:8][C:7]=1[CH2:16][CH2:17][CH2:18][O:19][C:26]1[CH:30]=[C:29]([CH2:31][CH2:32][C:33]([OH:35])=[O:34])[N:28]([CH3:38])[N:27]=1, predict the reactants needed to synthesize it. The reactants are: [Cl:1][C:2]1[CH:23]=[C:22]([Cl:24])[CH:21]=[CH:20][C:3]=1[CH2:4][O:5][C:6]1[CH:11]=[C:10]([O:12][CH:13]([CH3:15])[CH3:14])[CH:9]=[CH:8][C:7]=1[CH2:16][CH2:17][CH2:18][OH:19].O[C:26]1[CH:30]=[C:29]([CH2:31][CH2:32][C:33]([O:35]CC)=[O:34])[N:28]([CH3:38])[N:27]=1.C(P(CCCC)CCCC)CCC.N(C(N1CCCCC1)=O)=NC(N1CCCCC1)=O.O1CCCC1CO.[OH-].[Na+].Cl. (2) Given the product [NH2:1][C:2]1[C:3]([C:19]([NH2:20])=[O:21])=[N:4][C:5]([C:9]2[CH:14]=[CH:13][C:12](=[O:15])[N:11]([CH:16]([CH3:18])[CH3:17])[CH:10]=2)=[CH:6][N+:7]=1[O-:8], predict the reactants needed to synthesize it. The reactants are: [NH2:1][C:2]1[C:3]([C:19]#[N:20])=[N:4][C:5]([C:9]2[CH:14]=[CH:13][C:12](=[O:15])[N:11]([CH:16]([CH3:18])[CH3:17])[CH:10]=2)=[CH:6][N+:7]=1[O-:8].[O:21]1CCOCC1. (3) Given the product [CH3:30][CH:28]([N:27]([CH2:26][C@H:13]1[CH2:14][N:15]([S:18]([C:21]2[S:22][CH:23]=[CH:24][CH:25]=2)(=[O:20])=[O:19])[CH2:16][CH2:17][N:12]1[C:9]1[CH:8]=[CH:7][C:6]([C:3]([OH:5])([CH3:4])[C:2]([F:1])([F:31])[F:32])=[CH:11][CH:10]=1)[S:39]([C:35]1[CH:34]=[N:33][CH:38]=[CH:37][CH:36]=1)(=[O:41])=[O:40])[CH3:29], predict the reactants needed to synthesize it. The reactants are: [F:1][C:2]([F:32])([F:31])[C:3]([C:6]1[CH:11]=[CH:10][C:9]([N:12]2[CH2:17][CH2:16][N:15]([S:18]([C:21]3[S:22][CH:23]=[CH:24][CH:25]=3)(=[O:20])=[O:19])[CH2:14][C@@H:13]2[CH2:26][NH:27][CH:28]([CH3:30])[CH3:29])=[CH:8][CH:7]=1)([OH:5])[CH3:4].[N:33]1[CH:38]=[CH:37][CH:36]=[C:35]([S:39](Cl)(=[O:41])=[O:40])[CH:34]=1.CCN(C(C)C)C(C)C. (4) The reactants are: Br[C:2]1[CH:3]=[C:4]([N:8]2[CH:12]=[CH:11][CH:10]=[CH:9]2)[CH:5]=[CH:6][CH:7]=1.C1(N)CCCCC1N.[NH:21]1[C:25]2=[N:26][CH:27]=[N:28][C:29]([NH2:30])=[C:24]2[CH:23]=[N:22]1.P([O-])([O-])([O-])=O.[K+].[K+].[K+]. Given the product [N:8]1([C:4]2[CH:3]=[C:2]([N:21]3[C:25]4=[N:26][CH:27]=[N:28][C:29]([NH2:30])=[C:24]4[CH:23]=[N:22]3)[CH:7]=[CH:6][CH:5]=2)[CH:12]=[CH:11][CH:10]=[CH:9]1, predict the reactants needed to synthesize it.